Predict the reaction yield, written as a fraction of the theoretical maximum amount of product (1.0 means a 100% yield; for example, 0.34 means a 34% yield). From a dataset of Reaction yield outcomes from USPTO patents with 853,638 reactions. (1) The reactants are [CH2:1]([C:3]1[C:20]([O:21][CH3:22])=[N:19][C:6]2[CH2:7][CH2:8][N:9](C(=O)C(F)(F)F)[CH2:10][CH:11]([CH3:12])[C:5]=2[CH:4]=1)[CH3:2].C([O-])([O-])=O.[K+].[K+].CO. The catalyst is O. The product is [CH2:1]([C:3]1[C:20]([O:21][CH3:22])=[N:19][C:6]2[CH2:7][CH2:8][NH:9][CH2:10][CH:11]([CH3:12])[C:5]=2[CH:4]=1)[CH3:2]. The yield is 0.400. (2) The reactants are [F:1][C:2]1[CH:15]=[CH:14][CH:13]=[CH:12][C:3]=1[O:4][C:5]1[CH:10]=[CH:9][C:8](I)=[CH:7][CH:6]=1.[Li]CCCC.CC([O:24][B:25](OC(C)C)[O:26]C(C)C)C. The catalyst is O1CCCC1. The product is [F:1][C:2]1[CH:15]=[CH:14][CH:13]=[CH:12][C:3]=1[O:4][C:5]1[CH:10]=[CH:9][C:8]([B:25]([OH:26])[OH:24])=[CH:7][CH:6]=1. The yield is 0.900. (3) The reactants are [CH:1]1([N:4]2[CH2:9][CH2:8][N:7]([C:10]3[O:11][C:12]4[CH:18]=[CH:17][CH:16]=[CH:15][C:13]=4[N:14]=3)[CH2:6][CH2:5]2)[CH2:3][CH2:2]1.C[CH2:20][N:21](CC)CC.[Cl:26][CH2:27][CH2:28][CH2:29][S:30](Cl)(=[O:32])=[O:31]. The catalyst is C(Cl)Cl. The product is [CH:1]1([N:4]2[CH2:9][CH2:8][N:7]([C:10]3[O:11][C:12]4[CH:18]=[CH:17][C:16]([CH2:20][NH:21][S:30]([CH2:29][CH2:28][CH2:27][Cl:26])(=[O:32])=[O:31])=[CH:15][C:13]=4[N:14]=3)[CH2:6][CH2:5]2)[CH2:3][CH2:2]1. The yield is 0.420. (4) The reactants are C1N=CN(C(N2C=NC=C2)=O)C=1.[CH:13]1[C:18]([C:19]2[CH:20]=[CH:21][C:22]([F:26])=[CH:23][C:24]=2[F:25])=[CH:17][C:16]([C:27]([OH:29])=[O:28])=[C:15]([OH:30])[CH:14]=1.[C:31](O)([CH3:34])([CH3:33])[CH3:32].C1CCN2C(=NCCC2)CC1.C([O-])(O)=O.[Na+]. The catalyst is CN(C=O)C. The product is [F:25][C:24]1[CH:23]=[C:22]([F:26])[CH:21]=[CH:20][C:19]=1[C:18]1[CH:13]=[CH:14][C:15]([OH:30])=[C:16]([C:27]([O:29][C:31]([CH3:34])([CH3:33])[CH3:32])=[O:28])[CH:17]=1. The yield is 0.680. (5) The reactants are C([N-]C(C)C)(C)C.[Li+].[CH2:9]([O:11][C:12](=[O:23])[CH2:13][C:14]1[CH:19]=[CH:18][C:17]([N+:20]([O-:22])=[O:21])=[CH:16][CH:15]=1)[CH3:10].I[CH2:25][CH:26]1[CH2:30][CH2:29][CH2:28][CH2:27]1. The catalyst is O1CCCC1.CN(C)P(N(C)C)(N(C)C)=O.CN(C)P(N(C)C)(N(C)C)=O. The product is [CH2:9]([O:11][C:12](=[O:23])[CH:13]([C:14]1[CH:19]=[CH:18][C:17]([N+:20]([O-:22])=[O:21])=[CH:16][CH:15]=1)[CH2:25][CH:26]1[CH2:30][CH2:29][CH2:28][CH2:27]1)[CH3:10]. The yield is 0.772. (6) The reactants are FC(F)(F)C(O)=O.[CH3:8][O:9][C:10]1[CH:19]=[C:18]2[C:13]([N:14]=[CH:15][C:16]([NH2:20])=[N:17]2)=[CH:12][CH:11]=1.C(N(CC)CC)C.[C:28](N1C=CC=CC1=O)(N1C=CC=CC1=O)=[S:29]. The catalyst is C(Cl)Cl. The product is [N:20]([C:16]1[CH:15]=[N:14][C:13]2[C:18](=[CH:19][C:10]([O:9][CH3:8])=[CH:11][CH:12]=2)[N:17]=1)=[C:28]=[S:29]. The yield is 0.190. (7) The reactants are [Cl:1][C:2]1[CH:7]=[CH:6][C:5]([CH2:8]Cl)=[CH:4][N:3]=1.[H-].[Na+].[CH2:12]([OH:14])[CH3:13]. No catalyst specified. The product is [Cl:1][C:2]1[CH:7]=[CH:6][C:5]([CH2:8][O:14][CH2:12][CH3:13])=[CH:4][N:3]=1. The yield is 0.370. (8) The reactants are [OH-].[Na+].C[O:4][C:5](=[O:52])[CH2:6][CH:7]1[CH2:12][CH2:11][CH:10]([CH2:13][N:14]2[CH2:20][CH2:19][CH2:18][CH:17]([N:21]([CH2:28][C:29]3[CH:34]=[C:33]([C:35]([F:38])([F:37])[F:36])[CH:32]=[C:31]([C:39]([F:42])([F:41])[F:40])[CH:30]=3)[C:22]3[O:26][N:25]=[C:24]([CH3:27])[CH:23]=3)[C:16]3[CH:43]=[C:44]([CH3:51])[C:45]([C:47]([F:50])([F:49])[F:48])=[CH:46][C:15]2=3)[CH2:9][CH2:8]1.Cl. The catalyst is CO. The product is [F:42][C:39]([F:40])([F:41])[C:31]1[CH:30]=[C:29]([CH:34]=[C:33]([C:35]([F:36])([F:38])[F:37])[CH:32]=1)[CH2:28][N:21]([C:22]1[O:26][N:25]=[C:24]([CH3:27])[CH:23]=1)[CH:17]1[CH2:18][CH2:19][CH2:20][N:14]([CH2:13][CH:10]2[CH2:9][CH2:8][CH:7]([CH2:6][C:5]([OH:52])=[O:4])[CH2:12][CH2:11]2)[C:15]2[CH:46]=[C:45]([C:47]([F:49])([F:48])[F:50])[C:44]([CH3:51])=[CH:43][C:16]1=2. The yield is 0.950.